Dataset: Catalyst prediction with 721,799 reactions and 888 catalyst types from USPTO. Task: Predict which catalyst facilitates the given reaction. Reactant: [Cl:1][C:2]1[C:11]2[C:6](=[CH:7][CH:8]=[CH:9][CH:10]=2)[CH:5]=[CH:4][C:3]=1[OH:12].C([O-])([O-])=O.[K+].[K+].Br[CH2:20][CH2:21][NH:22][C:23](=[O:29])[O:24][C:25]([CH3:28])([CH3:27])[CH3:26].CCCCCC.C(OCC)(=O)C. Product: [Cl:1][C:2]1[C:11]2[C:6](=[CH:7][CH:8]=[CH:9][CH:10]=2)[CH:5]=[CH:4][C:3]=1[O:12][CH2:20][CH2:21][NH:22][C:23](=[O:29])[O:24][C:25]([CH3:28])([CH3:27])[CH3:26]. The catalyst class is: 21.